This data is from Full USPTO retrosynthesis dataset with 1.9M reactions from patents (1976-2016). The task is: Predict the reactants needed to synthesize the given product. Given the product [OH:57][C:54]1[CH:53]=[C:52]2[C:51](=[CH:56][CH:55]=1)[C:50]([C:40]1[CH:39]=[CH:38][C:43]([C:44](=[O:45])[NH:1][CH2:2][CH2:3][NH:4][S:5]([C:8]3[CH:29]=[CH:28][CH:27]=[C:10]([CH2:11][NH:12][C:13]([C:15]4[CH:20]=[N:19][C:18]([C:21]5[CH:22]=[CH:23][CH:24]=[CH:25][CH:26]=5)=[N:17][CH:16]=4)=[O:14])[CH:9]=3)(=[O:6])=[O:7])=[CH:42][C:41]=1[C:47]([OH:49])=[O:48])=[C:60]1[C:59](=[CH:64][C:63](=[O:65])[CH:62]=[CH:61]1)[O:58]2, predict the reactants needed to synthesize it. The reactants are: [NH2:1][CH2:2][CH2:3][NH:4][S:5]([C:8]1[CH:9]=[C:10]([CH:27]=[CH:28][CH:29]=1)[CH2:11][NH:12][C:13]([C:15]1[CH:16]=[N:17][C:18]([C:21]2[CH:26]=[CH:25][CH:24]=[CH:23][CH:22]=2)=[N:19][CH:20]=1)=[O:14])(=[O:7])=[O:6].P([O-])([O-])([O-])=O.[K+].[K+].[K+].[CH:38]1[C:43]([C:44](O)=[O:45])=[CH:42][C:41]2[C:47]([O:49][C:50]3([C:60]4[CH:61]=[CH:62][C:63]([OH:65])=[CH:64][C:59]=4[O:58][C:52]4[CH:53]=[C:54]([OH:57])[CH:55]=[CH:56][C:51]3=4)[C:40]=2[CH:39]=1)=[O:48].